Dataset: Forward reaction prediction with 1.9M reactions from USPTO patents (1976-2016). Task: Predict the product of the given reaction. (1) Given the reactants [CH:1]([N:4]1[CH2:9][CH2:8][N:7]([C:10]([C@H:12]2[CH2:17][CH2:16][C@H:15]([O:18][C:19]3[CH:28]=[CH:27][C:22]([C:23]([NH:25][NH2:26])=[O:24])=[CH:21][CH:20]=3)[CH2:14][CH2:13]2)=[O:11])[CH2:6][CH2:5]1)([CH3:3])[CH3:2].[CH:29]1([C:32](O)=O)[CH2:31][CH2:30]1.P(Cl)(Cl)(Cl)=O.[OH-].[Na+], predict the reaction product. The product is: [CH:29]1([C:32]2[O:24][C:23]([C:22]3[CH:21]=[CH:20][C:19]([O:18][C@H:15]4[CH2:16][CH2:17][C@H:12]([C:10]([N:7]5[CH2:8][CH2:9][N:4]([CH:1]([CH3:3])[CH3:2])[CH2:5][CH2:6]5)=[O:11])[CH2:13][CH2:14]4)=[CH:28][CH:27]=3)=[N:25][N:26]=2)[CH2:31][CH2:30]1. (2) Given the reactants [NH2:1][C:2]1[N:7]=[CH:6][N:5]=[C:4]2[N:8]([CH:20]([C:22]3[O:23][C:24]4[C:29]([C:30](=[O:39])[C:31]=3[C:32]3[CH:37]=[CH:36][CH:35]=[C:34]([F:38])[CH:33]=3)=[CH:28][CH:27]=[CH:26][CH:25]=4)[CH3:21])[N:9]=[C:10]([C:11]3[CH:16]=[CH:15][C:14]([Cl:17])=[C:13]([O:18]C)[CH:12]=3)[C:3]=12, predict the reaction product. The product is: [NH2:1][C:2]1[N:7]=[CH:6][N:5]=[C:4]2[N:8]([CH:20]([C:22]3[O:23][C:24]4[C:29]([C:30](=[O:39])[C:31]=3[C:32]3[CH:37]=[CH:36][CH:35]=[C:34]([F:38])[CH:33]=3)=[CH:28][CH:27]=[CH:26][CH:25]=4)[CH3:21])[N:9]=[C:10]([C:11]3[CH:16]=[CH:15][C:14]([Cl:17])=[C:13]([OH:18])[CH:12]=3)[C:3]=12. (3) The product is: [Si:52]([O:51][CH:50]([C:59]1[CH:68]=[CH:67][C:66]([OH:69])=[C:65]2[C:60]=1[CH:61]=[CH:62][C:63](=[O:70])[NH:64]2)[CH2:49][NH:48][CH2:38][CH2:37][N:34]1[CH2:35][CH2:36][N:31]([C:29]([C:28]2[CH:27]=[C:26]([S:23]([C:10]3[CH:11]=[C:12]4[C:7](=[C:8]([CH3:47])[CH:9]=3)[N:6]=[CH:5][C:4]([C:1]([NH2:2])=[O:3])=[C:13]4[NH:14][C:15]3[CH:20]=[CH:19][CH:18]=[C:17]([O:21][CH3:22])[CH:16]=3)(=[O:25])=[O:24])[CH:46]=[CH:45][CH:44]=2)=[O:30])[CH2:32][CH2:33]1)([C:55]([CH3:58])([CH3:57])[CH3:56])([CH3:54])[CH3:53]. Given the reactants [C:1]([C:4]1[CH:5]=[N:6][C:7]2[C:12]([C:13]=1[NH:14][C:15]1[CH:20]=[CH:19][CH:18]=[C:17]([O:21][CH3:22])[CH:16]=1)=[CH:11][C:10]([S:23]([C:26]1[CH:27]=[C:28]([CH:44]=[CH:45][CH:46]=1)[C:29]([N:31]1[CH2:36][CH2:35][N:34]([CH2:37][CH2:38]OS(C)(=O)=O)[CH2:33][CH2:32]1)=[O:30])(=[O:25])=[O:24])=[CH:9][C:8]=2[CH3:47])(=[O:3])[NH2:2].[NH2:48][CH2:49][C@@H:50]([C:59]1[CH:68]=[CH:67][C:66]([OH:69])=[C:65]2[C:60]=1[CH:61]=[CH:62][C:63](=[O:70])[NH:64]2)[O:51][Si:52]([C:55]([CH3:58])([CH3:57])[CH3:56])([CH3:54])[CH3:53].CCN(C(C)C)C(C)C.O, predict the reaction product. (4) Given the reactants N[C:2]1[CH:7]=[CH:6][CH:5]=[CH:4][C:3]=1[S:8]([NH:11][C:12]1[CH:13]=[CH:14][C:15]([O:22][CH3:23])=[C:16]2[C:21]=1[N:20]=[CH:19][CH:18]=[CH:17]2)(=[O:10])=[O:9].C(O)(=O)C.N(OC(C)(C)C)=O, predict the reaction product. The product is: [CH3:23][O:22][C:15]1[CH:14]=[C:13]2[C:12](=[C:21]3[C:16]=1[CH:17]=[CH:18][CH:19]=[N:20]3)[NH:11][S:8](=[O:10])(=[O:9])[C:3]1[C:2]2=[CH:7][CH:6]=[CH:5][CH:4]=1. (5) The product is: [CH3:45][C:38]([C:35]1[CH:34]=[CH:33][C:32]([CH2:31][CH:20]([NH:21][S:22]([C:25]2[CH:30]=[CH:29][CH:28]=[CH:27][N:26]=2)(=[O:24])=[O:23])[C:16]2[N:15]=[C:14]([NH:13][CH2:46][C:47]([OH:49])=[O:48])[CH:19]=[CH:18][CH:17]=2)=[CH:37][CH:36]=1)([CH3:44])[CH2:39][C:40]([CH3:41])([CH3:42])[CH3:43]. Given the reactants O1CCCC1.C(OC([N:13]([CH2:46][C:47]([O:49]C(C)(C)C)=[O:48])[C:14]1[CH:19]=[CH:18][CH:17]=[C:16]([CH:20]([CH2:31][C:32]2[CH:37]=[CH:36][C:35]([C:38]([CH3:45])([CH3:44])[CH2:39][C:40]([CH3:43])([CH3:42])[CH3:41])=[CH:34][CH:33]=2)[NH:21][S:22]([C:25]2[CH:30]=[CH:29][CH:28]=[CH:27][N:26]=2)(=[O:24])=[O:23])[N:15]=1)=O)(C)(C)C.Cl.[OH-].[Na+], predict the reaction product. (6) The product is: [CH3:11][N:12]([CH3:21])[C@H:13]1[CH2:19][CH2:18][CH2:17][CH2:16][N:15]2[C:2]3[CH:7]=[CH:6][CH:5]=[CH:4][C:3]=3[N:8]=[C:14]12. Given the reactants I[C:2]1[CH:7]=[CH:6][CH:5]=[CH:4][C:3]=1[N+:8]([O-])=O.[CH3:11][N:12]([CH3:21])[C@H:13]1[CH2:19][CH2:18][CH2:17][CH2:16][NH:15][C:14]1=O, predict the reaction product.